This data is from B-cell epitopes from IEDB database with 3,159 antigens for binding position prediction. The task is: Token-level Classification. Given an antigen amino acid sequence, predict which amino acid positions are active epitope sites capable of antibody binding. Output is a list of indices for active positions. (1) Given the antigen sequence: MDGWRRMPRWGLLLLLWGSCTFGLPTDTTTFKRIFLKRMPSIRESLKERGVDMARLGPEWSQPMKRLTLGNTTSSVILTNYMDTQYYGEIGIGTPPQTFKVVFDTGSSNVWVPSSKCSRLYTACVYHKLFDASDSSSYKHNGTELTLRYSTGTVSGFLSQDIITVGGITVTQMFGEVTEMPALPFMLAEFDGVVGMGFIEQAIGRVTPIFDNIISQGVLKEDVFSFYYNRDSENSQSLGGQIVLGGSDPQHYEGNFHYINLIKTGVWQIQMKGVSVGSSTLLCEDGCLALVDTGASYISGSTSSIEKLMEALGAKKRLFDYVVKCNEGPTLPDISFHLGGKEYTLTSADYVFQESYSSKKLCTLAIHAMDIPPPTGPTWALGATFIRKFYTEFDRRNNRIGFALAR, which amino acid positions are active epitope sites? The epitope positions are: [227, 228, 229, 230, 231, 232, 233, 234]. The amino acids at these positions are: YNRDSENS. (2) Given the antigen sequence: MSTNPKPQRKIKRNTNRRPQDVKFPGGGQIVGGVYLLPRRGPRLGVRATRKTSERPQPRGRRQPIPKARQPEGRAWAQPGYPWPLYGNEGLGWAGWLLSPRGSRPSWGPTDPRRRSRNLGKVIDTLTCGFADLMGYIPLVGAPLGGAARALAHGVRVLEDGVNYATGNLPGCSFSIFLLALLSCLTIPASAYQVRNASGVYHVTNDCSNSSIVYEAADVIMHTPGCVPCVRENNSSRCWVALTPTLAARNSSIPTTTIRRHVDLLVGAAALCSAMYVGDFCGSVFLVSQLFTFSPRRYETVQDCNCSIYPGHVSGHRMAWDMIMNWSPTTALVVSQLLRIPQAVVDMVAGAHWGVLAGLAYYSMVGNWAKVLVVMLLFAGVDGGTHVTGGKVAYTTQGFTSFFSRGPSQKIQLVNTNGSWHINRTALNCNDSLNTGFLAALFYTHSFNASGCPERMAGCRPIDEFAQGWGPITHVVPNISDQRPYCWHYAPRPCGIVPAS..., which amino acid positions are active epitope sites? The epitope positions are: [24, 25, 26, 27, 28, 29, 30, 31, 32, 33, 34, 35, 36, 37, 38, 39]. The amino acids at these positions are: PGGGQIVGGVYLLPRR. (3) Given the antigen sequence: MAGKNQSQKKKKSAAPMGNGQPVNQLCQLLGAMIKSQRQQPRGGQAKKKKPEKPHFPLAAEDDIRHHLTQTERSLCLQSIQTAFNQGAGTASLSSSGKVSFQVEFMLPVAHTVRLIRVTSTSASQGAS, which amino acid positions are active epitope sites? The epitope positions are: [50, 51, 52, 53, 54, 55, 56, 57, 58, 59, 60, 61, 62, 63, 64, 65, 66]. The amino acids at these positions are: PEKPHFPLAAEDDIRHH. (4) The epitope positions are: [120, 121, 122, 123, 124, 125, 126, 127, 128, 129, 130, 131, 132]. The amino acids at these positions are: KKYRYYLKPLCKK. Given the antigen sequence: MRTLWIMAVLLVGVEGSLFELGKMILQETGKNPAKSYGAYGCNCGVLGRGKPKDATDRCCYVHKCCYKKLTGCNPKKDRYSYSWKDKTIVCGENNSCLKELCECDKAVAICLRENLNTYNKKYRYYLKPLCKKADAC, which amino acid positions are active epitope sites? (5) Given the antigen sequence: VSIAKEIELEDPYEKIGAELVKEVAKKTDDVAGDGTTTATVLAQALVKEGLRNVAAGANPLGLKRGIEKAVEKVTQTLLSSAKDVETKEQIAATAGISAGDQSIGDLIAEAMDKVGNEGVITVEESNT, which amino acid positions are active epitope sites? The epitope positions are: [100, 101, 102, 103, 104, 105, 106, 107, 108, 109, 110, 111, 112, 113, 114]. The amino acids at these positions are: DQSIGDLIAEAMDKV. (6) Given the antigen sequence: MGVPFFSSLRCMVDLGPCWAGGLTAEMKLLLALAGLLAILATPQPSEGAAPAVLGEVDTSLVLSSMEEAKQLVDKAYKERRESIKQRLRSGSASPMELLSYFKQPVAATRTAVRAADYLHVALDLLERKLRSLWRRPFNVTDVLTPAQLNVLSKSSGCAYQDVGVTCPEQDKYRTITGMCNNRRSPTLGASNRAFVRWLPAEYEDGFSLPYGWTPGVKRNGFPVALARAVSNEIVRFPTDQLTPDQERSLMFMQWGQLLDHDLDFTPEPAARASFVTGVNCETSCVQQPPCFPLKIPPNDPRIKNQADCIPFFRSCPACPGSNITIRNQINALTSFVDASMVYGSEEPLARNLRNMSNQLGLLAVNQRFQDNGRALLPFDNLHDDPCLLTNRSARIPCFLAGDTRSSEMPELTSMHTLLLREHNRLATELKSLNPRWDGERLYQEARKIVGAMVQIITYRDYLPLVLGPTAMRKYLPTYRSYNDSVDPRIANVFTNAFRY..., which amino acid positions are active epitope sites? The epitope positions are: [472, 473, 474, 475, 476, 477, 478, 479, 480, 481, 482, 483, 484, 485, 486]. The amino acids at these positions are: RKYLPTYRSYNDSVD. (7) Given the antigen sequence: MKAILVVLLYTFATANADTLCIGYHANNSTDTVDTVLEKNVTVTHSVNLLEDKHNGKLCKLRGVAPLHLGKCNIAGWILGNPECESLSTASSWSYIVETPSSDNGTCYPGDFIDYEELREQLSSVSSFERFEIFPKTSSWPNHDSNKGVTAACPHAGAKSFYKNLIWLVKKGNSYPKLSKSYINDKGKEVLVLWGIHHPSTSADQQSLYQNADTYVFVGSSRYSKKFKPEIAIRPKVRDQEGRMNYYWTLVEPGDKITFEATGNLVVPRYAFAMERNAGSGIIISDTPVHDCNTTCQTPKGAINTSLPFQNIHPITIGKCPKYVKSTKLRLATGLRNIPSIQSRGLFGAIAGFIEGGWTGMVDGWYGYHHQNEQGSGYAADLKSTQNAIDEITNKVNSVIEKMNTQFTAVGKEFNHLEKRIENLNKKVDDGFLDIWTYNAELLVLLENERTLDYHDSNVKNLYEKVRSQLKNNAKEIGNGCFEFYHKCDNTCMESVKNGT..., which amino acid positions are active epitope sites? The epitope positions are: [37, 38, 39, 40, 41, 42, 43, 44, 45, 46, 47, 48, 49, 50, 51]. The amino acids at these positions are: EKNVTVTHSVNLLED. (8) Given the antigen sequence: MATQADLMELDMAMEPDRKAAVSHWQQQSYLDSGIHSGATTTAPSLSGKGNPEEEDVDTSQVLYEWEQGFSQSFTQEQVADIDGQYAMTRAQRVRAAMFPETLDEGMQIPSTQFDAAHPTNVQRLAEPSQMLKHAVVNLINYQDDAELATRAIPELTKLLNDEDQVVVNKAAVMVHQLSKKEASRHAIMRSPQMVSAIVRTMQNTNDVETARCTAGTLHNLSHHREGLLAIFKSGGIPALVKMLGSPVDSVLFYAITTLHNLLLHQEGAKMAVRLAGGLQKMVALLNKTNVKFLAITTDCLQILAYGNQESKLIILASGGPQALVNIMRTYTYEKLLWTTSRVLKVLSVCSSNKPAIVEAGGMQALGLHLTDPSQRLVQNCLWTLRNLSDAATKQEGMEGLLGTLVQLLGSDDINVVTCAAGILSNLTCNNYKNKMMVCQVGGIEALVRTVLRAGDREDITEPAICALRHLTSRHQEAEMAQNAVRLHYGLPVVVKLLHP..., which amino acid positions are active epitope sites? The epitope positions are: [15, 16, 17, 18, 19, 20, 21, 22, 23, 24, 25, 26]. The amino acids at these positions are: PDRKAAVSHWQQ. (9) Given the antigen sequence: MRHKRSTRRKRASATQLYQTCKASGTCPPDVIPKVEGTTIADQILRYGSLGVFFGGLGIGTGSGTGGRTGYVPLGSTPPSEAIPLQPIRPPVTVDTVGPLDSSIVSLIEESSFIDAGAPAPSIPTPSGFDITTSADTTPAILNVSSIGESSIQTVSTHLNPSFTEPSVLRPPAPAEASGHLILSSPTVSTHSYENIPMDTFVISTDSGNVTSSTPIPGSRPVARLGLYSRNTQQVKVVDPAFLTSPHRLVTYDNPAFEGFNPEDTLQFQHSDISPAPDPDFLDIVALHRPALTSRRGTVRYSRVGQKATLRTRSGKQIGAKVHYYQDLSPIQPVQEQVQQQQQFELQSLNTSVSPYSINDGLYDIYADDADTIHDFQSPLHSHTSFATTRTSNVSIPLNTGFDTPLVSLEPGPDIASSVTSMSSPFIPISPLTPFNTIIVDGADFMLHPSYFILRRRRKRFPYFFADVRVAA, which amino acid positions are active epitope sites? The epitope positions are: [59, 60, 61, 62, 63, 64, 65, 66, 67, 68, 69, 70, 71, 72, 73]. The amino acids at these positions are: GTGSGTGGRTGYVPL.